This data is from Full USPTO retrosynthesis dataset with 1.9M reactions from patents (1976-2016). The task is: Predict the reactants needed to synthesize the given product. (1) Given the product [ClH:1].[NH2:16][C@H:14]1[CH2:15][C@@H:11]([N:8]2[CH:7]=[N:6][C:5]3[C:9]2=[N:10][CH:2]=[N:3][C:4]=3[NH:29][CH:30]2[CH2:34][CH2:33][CH2:32][CH2:31]2)[C@H:12]([OH:28])[C@@H:13]1[OH:27].[ClH:1].[NH2:16][C@H:14]1[CH2:15][C@@H:11]([N:8]2[CH:7]=[N:6][C:5]3[C:9]2=[N:10][C:2]([Cl:1])=[N:3][C:4]=3[NH:29][CH:30]2[CH2:31][CH2:32][CH2:33][CH2:34]2)[C@H:12]([OH:28])[C@@H:13]1[OH:27], predict the reactants needed to synthesize it. The reactants are: [Cl:1][C:2]1[N:10]=[C:9]2[C:5]([N:6]=[CH:7][N:8]2[C@@H:11]2[CH2:15][C@H:14]([NH:16]C(=O)OCC3C=CC=CC=3)[C@@H:13]([OH:27])[C@H:12]2[OH:28])=[C:4]([NH:29][CH:30]2[CH2:34][CH2:33][CH2:32][CH2:31]2)[N:3]=1. (2) Given the product [Na+:52].[F:48][C:45]([F:46])([F:47])[C:43]1[CH:42]=[C:5]([CH:4]=[C:3]([C:2]([F:49])([F:1])[F:50])[CH:44]=1)[CH2:6][N:7]([CH2:20][C:21]1[CH:26]=[C:25]([C:27]([F:28])([F:29])[F:30])[CH:24]=[CH:23][C:22]=1[N:31]([CH2:40][CH3:41])[C:32]([O:34][CH2:35][CH2:36][C:37]([O-:39])=[O:38])=[O:33])[C:8]1[N:13]=[CH:12][C:11]([N:14]2[CH2:19][CH2:18][O:17][CH2:16][CH2:15]2)=[CH:10][N:9]=1, predict the reactants needed to synthesize it. The reactants are: [F:1][C:2]([F:50])([F:49])[C:3]1[CH:4]=[C:5]([CH:42]=[C:43]([C:45]([F:48])([F:47])[F:46])[CH:44]=1)[CH2:6][N:7]([CH2:20][C:21]1[CH:26]=[C:25]([C:27]([F:30])([F:29])[F:28])[CH:24]=[CH:23][C:22]=1[N:31]([CH2:40][CH3:41])[C:32]([O:34][CH2:35][CH2:36][C:37]([OH:39])=[O:38])=[O:33])[C:8]1[N:13]=[CH:12][C:11]([N:14]2[CH2:19][CH2:18][O:17][CH2:16][CH2:15]2)=[CH:10][N:9]=1.[OH-].[Na+:52]. (3) Given the product [F:20][C:17]([F:18])([F:19])[CH2:16][NH:15][CH2:14][C:11]1([CH2:21][OH:22])[CH2:10][CH2:9][NH:8][CH2:13][CH2:12]1, predict the reactants needed to synthesize it. The reactants are: C(OC([N:8]1[CH2:13][CH2:12][C:11]([CH2:21][OH:22])([CH2:14][NH:15][CH2:16][C:17]([F:20])([F:19])[F:18])[CH2:10][CH2:9]1)=O)(C)(C)C.Cl. (4) Given the product [Cl:13][C:14]1[CH:19]=[C:18]([C:20](=[O:35])[NH:21][CH2:22][C:23]2[CH:28]=[C:27]([Cl:29])[CH:26]=[CH:25][C:24]=2[S:30]([CH2:33][CH3:34])(=[O:32])=[O:31])[CH:17]=[C:16]([C:36]([F:37])([F:39])[F:38])[C:12]=1[CH2:10][N:6]1[CH2:5][CH2:4][CH2:1][C@H:9]([C:53]([N:51]([CH3:52])[CH3:50])=[O:57])[CH2:7]1, predict the reactants needed to synthesize it. The reactants are: [CH3:1]NC.[CH3:4][CH2:5][N:6]([CH:10]([CH3:12])C)[CH:7]([CH3:9])C.[Cl:13][C:14]1[CH:19]=[C:18]([C:20](=[O:35])[NH:21][CH2:22][C:23]2[CH:28]=[C:27]([Cl:29])[CH:26]=[CH:25][C:24]=2[S:30]([CH2:33][CH3:34])(=[O:32])=[O:31])[CH:17]=[C:16]([C:36]([F:39])([F:38])[F:37])C=1CN1CCC[C@H](C(O)=O)C1.[CH3:50][N:51]([C:53]([O:57]N1N=NC2C=CC=NC1=2)=[N+](C)C)[CH3:52].F[P-](F)(F)(F)(F)F. (5) Given the product [Cl:1][C:2]1[C:3]([CH2:4][OH:5])=[C:9]([Cl:14])[CH:10]=[C:11]([CH3:13])[N:12]=1, predict the reactants needed to synthesize it. The reactants are: [Cl:1][C:2]1[N:12]=[C:11]([CH3:13])[CH:10]=[C:9]([Cl:14])[C:3]=1[C:4](OCC)=[O:5].[H-].[H-].[H-].[H-].[Li+].[Al+3].O.[OH-].[Na+]. (6) Given the product [CH:5]([C:4]1[CH:7]=[C:8]([CH3:11])[C:9]([O:10][S:14]([C:13]([F:26])([F:25])[F:12])(=[O:16])=[O:15])=[C:2]([CH3:1])[CH:3]=1)=[O:6], predict the reactants needed to synthesize it. The reactants are: [CH3:1][C:2]1[CH:3]=[C:4]([CH:7]=[C:8]([CH3:11])[C:9]=1[OH:10])[CH:5]=[O:6].[F:12][C:13]([F:26])([F:25])[S:14](O[S:14]([C:13]([F:26])([F:25])[F:12])(=[O:16])=[O:15])(=[O:16])=[O:15]. (7) Given the product [CH2:34]([C@@H:12]1[C@@H:13]([O:14][CH2:15][C:16]2[CH:21]=[CH:20][CH:19]=[CH:18][CH:17]=2)[C@H:9]([O:8][CH2:1][C:2]2[CH:3]=[CH:4][CH:5]=[CH:6][CH:7]=2)[C@@H:10]([CH2:23][O:24][CH2:25][C:26]2[CH:31]=[CH:30][CH:29]=[CH:28][CH:27]=2)[N:11]1[OH:22])[CH:33]=[CH2:32], predict the reactants needed to synthesize it. The reactants are: [CH2:1]([O:8][C@H:9]1[C@H:13]([O:14][CH2:15][C:16]2[CH:21]=[CH:20][CH:19]=[CH:18][CH:17]=2)[CH:12]=[N+:11]([O-:22])[C@@H:10]1[CH2:23][O:24][CH2:25][C:26]1[CH:31]=[CH:30][CH:29]=[CH:28][CH:27]=1)[C:2]1[CH:7]=[CH:6][CH:5]=[CH:4][CH:3]=1.[CH2:32]([Mg]Cl)[CH:33]=[CH2:34].[NH4+].[Cl-]. (8) Given the product [CH2:1]([C:8]1[C:13](=[O:14])[N:12]([C:15]2[CH:20]=[CH:19][CH:18]=[C:17]([C:21](=[O:23])[NH:31][CH2:29][CH3:30])[CH:16]=2)[C:11]2[N:24]=[CH:25][CH:26]=[CH:27][C:10]=2[N:9]=1)[C:2]1[CH:7]=[CH:6][CH:5]=[CH:4][CH:3]=1, predict the reactants needed to synthesize it. The reactants are: [CH2:1]([C:8]1[C:13](=[O:14])[N:12]([C:15]2[CH:20]=[CH:19][CH:18]=[C:17]([C:21]([OH:23])=O)[CH:16]=2)[C:11]2[N:24]=[CH:25][CH:26]=[CH:27][C:10]=2[N:9]=1)[C:2]1[CH:7]=[CH:6][CH:5]=[CH:4][CH:3]=1.Cl.[CH2:29]([NH2:31])[CH3:30].Cl.C(N=C=NCCCN(C)C)C.C(N(CC)CC)C. (9) Given the product [C:21]([O:20][C:18]([N:15]1[CH2:16][CH2:17][CH:12]([C:10]2[S:11][C:7]([CH:6]3[N:5]([CH2:4][CH2:3][C:2]([CH3:26])([CH3:25])[CH3:1])[C:29](=[O:30])[C@H:28]([CH2:32][C:33]([OH:35])=[O:34])[S:27]3)=[CH:8][N:9]=2)[CH2:13][CH2:14]1)=[O:19])([CH3:24])([CH3:23])[CH3:22], predict the reactants needed to synthesize it. The reactants are: [CH3:1][C:2]([CH3:26])([CH3:25])[CH2:3][CH2:4]/[N:5]=[CH:6]\[C:7]1[S:11][C:10]([CH:12]2[CH2:17][CH2:16][N:15]([C:18]([O:20][C:21]([CH3:24])([CH3:23])[CH3:22])=[O:19])[CH2:14][CH2:13]2)=[N:9][CH:8]=1.[SH:27][C@@H:28]([CH2:32][C:33]([OH:35])=[O:34])[C:29](O)=[O:30].